Dataset: Full USPTO retrosynthesis dataset with 1.9M reactions from patents (1976-2016). Task: Predict the reactants needed to synthesize the given product. Given the product [CH3:16][O:17][C:18]1[CH:23]=[CH:22][C:21]([CH:24]([NH:33][CH2:34][CH2:35][NH:36][S:37]([C:40]2[C:41]3[CH:42]=[CH:43][N:44]=[CH:45][C:46]=3[CH:47]=[C:48]([C:1]3[CH:6]=[CH:5][CH:4]=[CH:3][CH:2]=3)[CH:49]=2)(=[O:39])=[O:38])[C:25]2[CH:30]=[CH:29][C:28]([O:31][CH3:32])=[CH:27][CH:26]=2)=[CH:20][CH:19]=1, predict the reactants needed to synthesize it. The reactants are: [C:1]1(B(O)O)[CH:6]=[CH:5][CH:4]=[CH:3][CH:2]=1.C(=O)([O-])[O-].[Cs+].[Cs+].[CH3:16][O:17][C:18]1[CH:23]=[CH:22][C:21]([CH:24]([NH:33][CH2:34][CH2:35][NH:36][S:37]([C:40]2[C:41]3[CH:42]=[CH:43][N:44]=[CH:45][C:46]=3[CH:47]=[C:48](Br)[CH:49]=2)(=[O:39])=[O:38])[C:25]2[CH:30]=[CH:29][C:28]([O:31][CH3:32])=[CH:27][CH:26]=2)=[CH:20][CH:19]=1.